This data is from Forward reaction prediction with 1.9M reactions from USPTO patents (1976-2016). The task is: Predict the product of the given reaction. Given the reactants [OH:1][CH2:2][C:3]([CH3:27])([CH3:26])[CH2:4][NH:5][C:6]([C:8]1[C:16]2[C:11](=[N:12][CH:13]=[C:14](Br)[N:15]=2)[N:10]([CH2:18][O:19][CH2:20][CH2:21][Si:22]([CH3:25])([CH3:24])[CH3:23])[CH:9]=1)=[O:7].[CH3:28][C:29]1([CH3:36])[CH2:31][CH:30]1[B-](F)(F)F.[K+].C(=O)([O-])[O-].[Cs+].[Cs+].C1COCC1, predict the reaction product. The product is: [OH:1][CH2:2][C:3]([CH3:27])([CH3:26])[CH2:4][NH:5][C:6]([C:8]1[C:16]2[C:11](=[N:12][CH:13]=[C:14]([CH:30]3[CH2:31][C:29]3([CH3:36])[CH3:28])[N:15]=2)[N:10]([CH2:18][O:19][CH2:20][CH2:21][Si:22]([CH3:25])([CH3:24])[CH3:23])[CH:9]=1)=[O:7].